Dataset: Reaction yield outcomes from USPTO patents with 853,638 reactions. Task: Predict the reaction yield, written as a fraction of the theoretical maximum amount of product (1.0 means a 100% yield; for example, 0.34 means a 34% yield). (1) The reactants are C(OC([NH:8][CH2:9][CH:10]1[CH2:15][CH2:14][N:13]([C:16]2[N:20]([CH3:21])[N:19]=[CH:18][C:17]=2[NH:22][C:23]([C:25]2[N:26]=[C:27](Br)[S:28][C:29]=2[NH:30]C(=O)OC(C)(C)C)=[O:24])[CH2:12][CH2:11]1)=O)CCC.[C:39]1(B2OC(C)(C)C(C)(C)O2)[CH2:45][CH2:44][CH2:43][CH2:42][CH2:41][CH:40]=1. No catalyst specified. The product is [NH2:30][C:29]1[S:28][C:27]([CH:39]2[CH2:45][CH2:44][CH2:43][CH2:42][CH2:41][CH2:40]2)=[N:26][C:25]=1[C:23]([NH:22][C:17]1[CH:18]=[N:19][N:20]([CH3:21])[C:16]=1[N:13]1[CH2:12][CH2:11][CH:10]([CH2:9][NH2:8])[CH2:15][CH2:14]1)=[O:24]. The yield is 0.300. (2) The reactants are [NH2:1][C:2]1[CH:25]=[CH:24][C:5]([O:6][C:7]2[C:16]3[C:11](=[CH:12][C:13]([O:19][CH2:20]COC)=[C:14]([C:17]#[N:18])[CH:15]=3)[N:10]=[CH:9][CH:8]=2)=[CH:4][CH:3]=1.C1(C)C=CC=CC=1.[F:33][C:34]1[CH:39]=[CH:38][C:37]([N:40]=[C:41]=[O:42])=[CH:36][CH:35]=1. The catalyst is C(#N)C. The product is [C:17]([C:14]1[CH:15]=[C:16]2[C:11](=[CH:12][C:13]=1[O:19][CH3:20])[N:10]=[CH:9][CH:8]=[C:7]2[O:6][C:5]1[CH:24]=[CH:25][C:2]([NH:1][C:41]([NH:40][C:37]2[CH:38]=[CH:39][C:34]([F:33])=[CH:35][CH:36]=2)=[O:42])=[CH:3][CH:4]=1)#[N:18]. The yield is 0.680. (3) The reactants are Cl[C:2]1[CH:11]=[CH:10][N:9]=[C:8]2[C:3]=1[C:4]1[CH:16]=[CH:15][CH:14]=[CH:13][C:5]=1[C:6](=[O:12])[NH:7]2.[CH2:17]([O:24][C:25]1[CH:26]=[C:27]([NH2:31])[CH:28]=[CH:29][CH:30]=1)[C:18]1[CH:23]=[CH:22][CH:21]=[CH:20][CH:19]=1. No catalyst specified. The product is [CH2:17]([O:24][C:25]1[CH:26]=[C:27]([NH:31][C:2]2[CH:11]=[CH:10][N:9]=[C:8]3[C:3]=2[C:4]2[CH:16]=[CH:15][CH:14]=[CH:13][C:5]=2[C:6](=[O:12])[NH:7]3)[CH:28]=[CH:29][CH:30]=1)[C:18]1[CH:19]=[CH:20][CH:21]=[CH:22][CH:23]=1. The yield is 0.710. (4) The reactants are C(O)C.[BH4-].[Na+].[Cl:6][C:7]1[CH:12]=[C:11]([C:13]([F:16])([F:15])[F:14])[CH:10]=[C:9]([Cl:17])[C:8]=1[N:18]1[C:22](=[N:23][CH:24]([C:26]2[CH:31]=[N:30][CH:29]=[CH:28][N:27]=2)Cl)[CH:21]=[C:20]([C:32]#[N:33])[NH:19]1.O. The catalyst is C(OCC)(=O)C. The product is [Cl:17][C:9]1[CH:10]=[C:11]([C:13]([F:14])([F:15])[F:16])[CH:12]=[C:7]([Cl:6])[C:8]=1[N:18]1[C:22]([NH:23][CH2:24][C:26]2[CH:31]=[N:30][CH:29]=[CH:28][N:27]=2)=[CH:21][C:20]([C:32]#[N:33])=[N:19]1. The yield is 0.920. (5) The reactants are C([O:8][C:9]1[CH:10]=[C:11]([C:16]2[C:24]3[C:19](=[N:20][CH:21]=[N:22][C:23]=3[NH2:25])[N:18]([CH:26]([CH3:28])[CH3:27])[N:17]=2)[CH:12]=[C:13]([F:15])[CH:14]=1)C1C=CC=CC=1. The catalyst is CO.[Pd]. The product is [NH2:25][C:23]1[N:22]=[CH:21][N:20]=[C:19]2[N:18]([CH:26]([CH3:28])[CH3:27])[N:17]=[C:16]([C:11]3[CH:10]=[C:9]([OH:8])[CH:14]=[C:13]([F:15])[CH:12]=3)[C:24]=12. The yield is 1.00. (6) The reactants are C(N(CC)C(C)C)(C)C.[CH3:10][N:11]1[CH2:16][CH2:15][NH:14][CH2:13][CH2:12]1.F[C:18]1[CH:23]=[CH:22][C:21]([N+:24]([O-:26])=[O:25])=[C:20]([O:27][CH3:28])[CH:19]=1. The catalyst is CC(N(C)C)=O. The product is [CH3:28][O:27][C:20]1[CH:19]=[C:18]([N:14]2[CH2:15][CH2:16][N:11]([CH3:10])[CH2:12][CH2:13]2)[CH:23]=[CH:22][C:21]=1[N+:24]([O-:26])=[O:25]. The yield is 0.760. (7) The reactants are C(#N)C.[NH2:4][C:5]1[CH:10]=[CH:9][C:8]([SH:11])=[CH:7][CH:6]=1.C(N(CC)CC)C.I[C:20]([F:29])([F:28])[C:21]([F:27])([F:26])[C:22]([F:25])([F:24])[F:23]. The catalyst is CCOCC. The product is [F:26][C:21]([F:27])([C:22]([F:25])([F:24])[F:23])[C:20]([F:29])([F:28])[S:11][C:8]1[CH:9]=[CH:10][C:5]([NH2:4])=[CH:6][CH:7]=1. The yield is 0.630.